This data is from Forward reaction prediction with 1.9M reactions from USPTO patents (1976-2016). The task is: Predict the product of the given reaction. (1) Given the reactants C[Si](C)(C)[C:3]#[C:4][C:5]([C:8]1[N:9]=[N:10][N:11]([CH2:13][O:14][CH2:15][CH2:16][Si:17]([CH3:20])([CH3:19])[CH3:18])[CH:12]=1)([OH:7])[CH3:6].C(=O)([O-])[O-].[K+].[K+].CO.Cl, predict the reaction product. The product is: [CH3:20][Si:17]([CH3:18])([CH3:19])[CH2:16][CH2:15][O:14][CH2:13][N:11]1[CH:12]=[C:8]([C:5]([OH:7])([C:4]#[CH:3])[CH3:6])[N:9]=[N:10]1. (2) Given the reactants [CH3:1][S:2]([C:5]1[CH:10]=[CH:9][C:8]([C:11]2[O:15][C:14]([C:16]([OH:18])=O)=[N:13][CH:12]=2)=[CH:7][CH:6]=1)(=[O:4])=[O:3].[C:19]([O:23][C:24]([N:26]1[CH2:31][CH2:30][CH:29]([NH:32][CH:33]2[CH2:35][CH2:34]2)[CH2:28][CH2:27]1)=[O:25])([CH3:22])([CH3:21])[CH3:20], predict the reaction product. The product is: [C:19]([O:23][C:24]([N:26]1[CH2:31][CH2:30][CH:29]([N:32]([CH:33]2[CH2:34][CH2:35]2)[C:16]([C:14]2[O:15][C:11]([C:8]3[CH:7]=[CH:6][C:5]([S:2]([CH3:1])(=[O:3])=[O:4])=[CH:10][CH:9]=3)=[CH:12][N:13]=2)=[O:18])[CH2:28][CH2:27]1)=[O:25])([CH3:22])([CH3:20])[CH3:21].